From a dataset of Forward reaction prediction with 1.9M reactions from USPTO patents (1976-2016). Predict the product of the given reaction. (1) Given the reactants [F:1][C:2]1[CH:3]=[C:4]([CH2:8][C:9]([OH:11])=O)[CH:5]=[CH:6][CH:7]=1.C(Cl)(=O)C(Cl)=O.[Br:18][C:19]1[CH:24]=[CH:23][C:22]([O:25]C)=[CH:21][CH:20]=1.[Al+3].[Cl-].[Cl-].[Cl-], predict the reaction product. The product is: [Br:18][C:19]1[CH:20]=[CH:21][C:22]([OH:25])=[C:23]([C:9](=[O:11])[CH2:8][C:4]2[CH:5]=[CH:6][CH:7]=[C:2]([F:1])[CH:3]=2)[CH:24]=1. (2) Given the reactants [Br:1][C:2]1[C:9]([OH:10])=[C:8]([OH:11])[C:7]([N+:12]([O-:14])=[O:13])=[CH:6][C:3]=1[CH:4]=[O:5].[CH2:15](Br)[CH3:16].[CH:18](N(CC)C(C)C)(C)[CH3:19].O, predict the reaction product. The product is: [Br:1][C:2]1[C:9]([O:10][CH2:18][CH3:19])=[C:8]([O:11][CH2:15][CH3:16])[C:7]([N+:12]([O-:14])=[O:13])=[CH:6][C:3]=1[CH:4]=[O:5]. (3) Given the reactants [CH2:1]([O:8][C:9]([N:11]1[CH2:16][CH2:15][CH2:14][C@@H:13]([CH:17]([NH:24][CH2:25][CH:26]=[CH2:27])[CH2:18][C:19](OCC)=[O:20])[CH2:12]1)=[O:10])[C:2]1[CH:7]=[CH:6][CH:5]=[CH:4][CH:3]=1.[BH4-].[Li+].O, predict the reaction product. The product is: [CH2:1]([O:8][C:9]([N:11]1[CH2:16][CH2:15][CH2:14][C@@H:13]([CH:17]([NH:24][CH2:25][CH:26]=[CH2:27])[CH2:18][CH2:19][OH:20])[CH2:12]1)=[O:10])[C:2]1[CH:7]=[CH:6][CH:5]=[CH:4][CH:3]=1.